This data is from Peptide-MHC class I binding affinity with 185,985 pairs from IEDB/IMGT. The task is: Regression. Given a peptide amino acid sequence and an MHC pseudo amino acid sequence, predict their binding affinity value. This is MHC class I binding data. (1) The peptide sequence is SLLSTNLPY. The MHC is HLA-A11:01 with pseudo-sequence HLA-A11:01. The binding affinity (normalized) is 0.458. (2) The peptide sequence is AIMESDSFL. The MHC is HLA-A02:01 with pseudo-sequence HLA-A02:01. The binding affinity (normalized) is 0.524. (3) The peptide sequence is KIYKSILFQ. The MHC is HLA-A03:01 with pseudo-sequence HLA-A03:01. The binding affinity (normalized) is 0.0847. (4) The peptide sequence is WTLVVLLI. The MHC is HLA-A23:01 with pseudo-sequence HLA-A23:01. The binding affinity (normalized) is 0.436.